The task is: Predict the product of the given reaction.. This data is from Forward reaction prediction with 1.9M reactions from USPTO patents (1976-2016). (1) Given the reactants [OH:1][C:2]1[CH:7]=[CH:6][C:5]([CH2:8][CH2:9][C:10]2[O:14][C:13]([C:15]3[CH:20]=[CH:19][CH:18]=[CH:17][CH:16]=3)=[N:12][C:11]=2[CH2:21][O:22][CH2:23][O:24][CH3:25])=[CH:4][CH:3]=1.Cl[CH2:27][C:28]1[N:29]=[C:30]([C:34]2[CH:39]=[CH:38][CH:37]=[CH:36][CH:35]=2)[O:31][C:32]=1[CH3:33].C(=O)([O-])[O-].[K+].[K+].CN(C)C=O, predict the reaction product. The product is: [CH3:33][C:32]1[O:31][C:30]([C:34]2[CH:35]=[CH:36][CH:37]=[CH:38][CH:39]=2)=[N:29][C:28]=1[CH2:27][O:1][C:2]1[CH:7]=[CH:6][C:5]([CH2:8][CH2:9][C:10]2[O:14][C:13]([C:15]3[CH:20]=[CH:19][CH:18]=[CH:17][CH:16]=3)=[N:12][C:11]=2[CH2:21][O:22][CH2:23][O:24][CH3:25])=[CH:4][CH:3]=1. (2) The product is: [Br:22][CH2:21][CH2:20][C:16]1[CH:15]=[C:14]2[C:19](=[CH:18][CH:17]=1)[N:11]([C:8](=[O:10])[CH3:9])[CH2:12][CH2:13]2. Given the reactants C([SiH](CC)CC)C.[C:8]([N:11]1[C:19]2[C:14](=[CH:15][C:16]([C:20](=O)[CH2:21][Br:22])=[CH:17][CH:18]=2)[CH2:13][CH2:12]1)(=[O:10])[CH3:9], predict the reaction product.